Dataset: NCI-60 drug combinations with 297,098 pairs across 59 cell lines. Task: Regression. Given two drug SMILES strings and cell line genomic features, predict the synergy score measuring deviation from expected non-interaction effect. (1) Drug 1: CS(=O)(=O)C1=CC(=C(C=C1)C(=O)NC2=CC(=C(C=C2)Cl)C3=CC=CC=N3)Cl. Drug 2: C1=CN(C(=O)N=C1N)C2C(C(C(O2)CO)O)O.Cl. Cell line: SF-268. Synergy scores: CSS=13.3, Synergy_ZIP=-0.576, Synergy_Bliss=6.43, Synergy_Loewe=-30.0, Synergy_HSA=4.14. (2) Drug 1: CN(C)C1=NC(=NC(=N1)N(C)C)N(C)C. Drug 2: CC(C)(C#N)C1=CC(=CC(=C1)CN2C=NC=N2)C(C)(C)C#N. Cell line: T-47D. Synergy scores: CSS=-1.68, Synergy_ZIP=1.98, Synergy_Bliss=2.99, Synergy_Loewe=0.0770, Synergy_HSA=-1.13. (3) Cell line: U251. Drug 1: C1=CC=C(C=C1)NC(=O)CCCCCCC(=O)NO. Drug 2: C1=CC=C(C(=C1)C(C2=CC=C(C=C2)Cl)C(Cl)Cl)Cl. Synergy scores: CSS=18.8, Synergy_ZIP=-2.20, Synergy_Bliss=6.44, Synergy_Loewe=-15.4, Synergy_HSA=2.59. (4) Synergy scores: CSS=26.8, Synergy_ZIP=-10.3, Synergy_Bliss=-4.20, Synergy_Loewe=-6.06, Synergy_HSA=-1.72. Cell line: ACHN. Drug 1: CN(C)N=NC1=C(NC=N1)C(=O)N. Drug 2: C(=O)(N)NO. (5) Drug 1: C1CCC(CC1)NC(=O)N(CCCl)N=O. Cell line: UACC62. Drug 2: C1CN1P(=S)(N2CC2)N3CC3. Synergy scores: CSS=24.6, Synergy_ZIP=-11.9, Synergy_Bliss=-9.20, Synergy_Loewe=-7.61, Synergy_HSA=-5.73. (6) Drug 1: CCC1=C2CN3C(=CC4=C(C3=O)COC(=O)C4(CC)O)C2=NC5=C1C=C(C=C5)O. Cell line: MOLT-4. Synergy scores: CSS=46.4, Synergy_ZIP=-3.81, Synergy_Bliss=-6.71, Synergy_Loewe=-31.8, Synergy_HSA=-6.50. Drug 2: CC1=C(C(=CC=C1)Cl)NC(=O)C2=CN=C(S2)NC3=CC(=NC(=N3)C)N4CCN(CC4)CCO. (7) Drug 1: CC12CCC3C(C1CCC2=O)CC(=C)C4=CC(=O)C=CC34C. Drug 2: C1CN(P(=O)(OC1)NCCCl)CCCl. Cell line: CAKI-1. Synergy scores: CSS=19.9, Synergy_ZIP=-1.12, Synergy_Bliss=-2.74, Synergy_Loewe=-25.2, Synergy_HSA=-2.98.